This data is from Catalyst prediction with 721,799 reactions and 888 catalyst types from USPTO. The task is: Predict which catalyst facilitates the given reaction. (1) Reactant: C([N:8]([CH2:40][C@@H:41]([C:50]1[CH:59]=[CH:58][C:57]([O:60]CC2C=CC=CC=2)=[C:56]2[C:51]=1[CH:52]=[CH:53][C:54](=[O:68])[NH:55]2)[O:42][Si:43]([C:46]([CH3:49])([CH3:48])[CH3:47])([CH3:45])[CH3:44])[CH2:9][CH2:10][CH2:11][CH2:12][CH2:13][CH2:14][CH2:15][CH2:16][CH2:17][N:18]1[CH2:23][CH2:22][CH:21]([O:24][C:25](=[O:39])[NH:26][C:27]2[CH:32]=[CH:31][CH:30]=[CH:29][C:28]=2[C:33]2[CH:38]=[CH:37][CH:36]=[CH:35][CH:34]=2)[CH2:20][CH2:19]1)C1C=CC=CC=1. Product: [Si:43]([O:42][C@H:41]([C:50]1[CH:59]=[CH:58][C:57]([OH:60])=[C:56]2[C:51]=1[CH:52]=[CH:53][C:54](=[O:68])[NH:55]2)[CH2:40][NH:8][CH2:9][CH2:10][CH2:11][CH2:12][CH2:13][CH2:14][CH2:15][CH2:16][CH2:17][N:18]1[CH2:19][CH2:20][CH:21]([O:24][C:25](=[O:39])[NH:26][C:27]2[CH:32]=[CH:31][CH:30]=[CH:29][C:28]=2[C:33]2[CH:34]=[CH:35][CH:36]=[CH:37][CH:38]=2)[CH2:22][CH2:23]1)([C:46]([CH3:49])([CH3:47])[CH3:48])([CH3:45])[CH3:44]. The catalyst class is: 5. (2) Reactant: [O:1]=[C:2]1[C:11]2=[N:12][N:13]([C:21]3[CH:26]=[CH:25][CH:24]=[CH:23][CH:22]=3)[C:14]([CH2:15][C:16](OCC)=[O:17])=[C:10]2[C:9]2[CH:8]=[CH:7][CH:6]=[CH:5][C:4]=2[NH:3]1.[H-].[Al+3].[Li+].[H-].[H-].[H-].O.[OH-].[Na+]. Product: [OH:17][CH2:16][CH2:15][C:14]1[N:13]([C:21]2[CH:26]=[CH:25][CH:24]=[CH:23][CH:22]=2)[N:12]=[C:11]2[C:10]=1[C:9]1[CH:8]=[CH:7][CH:6]=[CH:5][C:4]=1[NH:3][C:2]2=[O:1]. The catalyst class is: 7. (3) Reactant: C[O:2][C:3](=[O:27])[CH:4]([N:13]1[CH2:17][C:16]([O:18][C:19]2[CH:24]=[CH:23][CH:22]=[CH:21][C:20]=2[Cl:25])=[CH:15][C:14]1=[O:26])[CH2:5][CH:6]1[CH:10]2[CH2:11][CH2:12][CH:7]1[CH2:8][CH2:9]2.O.[OH-].[Li+].Cl. Product: [CH:7]12[CH:6]([CH2:5][CH:4]([N:13]3[CH2:17][C:16]([O:18][C:19]4[CH:24]=[CH:23][CH:22]=[CH:21][C:20]=4[Cl:25])=[CH:15][C:14]3=[O:26])[C:3]([OH:27])=[O:2])[CH:10]([CH2:9][CH2:8]1)[CH2:11][CH2:12]2. The catalyst class is: 30. (4) Reactant: [Cl:1][C:2]1[CH:7]=[CH:6][C:5]([OH:8])=[CH:4][CH:3]=1.[OH-].[Na+].Br[CH2:12][CH2:13][CH2:14][Cl:15].[Na+].[Br-]. Product: [Cl:15][CH2:14][CH2:13][CH2:12][O:8][C:5]1[CH:6]=[CH:7][C:2]([Cl:1])=[CH:3][CH:4]=1. The catalyst class is: 6. (5) Reactant: Cl.[NH2:2][OH:3].C(=O)([O-])[O-].[K+].[K+].[C:10]([CH:12]1[CH2:17][CH2:16][N:15]([C:18]([O:20][C:21]([CH3:24])([CH3:23])[CH3:22])=[O:19])[CH2:14][CH2:13]1)#[N:11]. Product: [OH:3][NH:2][C:10]([CH:12]1[CH2:17][CH2:16][N:15]([C:18]([O:20][C:21]([CH3:24])([CH3:23])[CH3:22])=[O:19])[CH2:14][CH2:13]1)=[NH:11]. The catalyst class is: 97. (6) Reactant: [CH:1]([C:3]1[C:12]([CH3:13])=[CH:11][C:6]2[C:7](=[O:10])[O:8][CH2:9][C:5]=2[CH:4]=1)=[CH2:2].C1C=C(Cl)C=C(C(OO)=[O:22])C=1. Product: [CH3:13][C:12]1[C:3]([CH:1]2[CH2:2][O:22]2)=[CH:4][C:5]2[CH2:9][O:8][C:7](=[O:10])[C:6]=2[CH:11]=1. The catalyst class is: 2. (7) Reactant: F[C:2]1[CH:7]=[CH:6][C:5]([N+:8]([O-:10])=[O:9])=[CH:4][C:3]=1[CH2:11][C:12]([OH:14])=O.[CH2:15]([NH2:19])[CH:16]([CH3:18])[CH3:17]. The catalyst class is: 16. Product: [CH2:15]([N:19]1[C:2]2[C:3](=[CH:4][C:5]([N+:8]([O-:10])=[O:9])=[CH:6][CH:7]=2)[CH2:11][C:12]1=[O:14])[CH:16]([CH3:18])[CH3:17]. (8) Reactant: Cl.C([CH:4](CC)[C:5]([CH3:10])([CH3:9])[C:6](=[NH:8])[NH2:7])C.[CH2:13]([O:15][CH:16]=[C:17]([C:21]([O-])=O)[C:18]([O-])=[O:19])[CH3:14].[O-:24]CC.[Na+].C(O)C. Product: [C:5]([C:6]1[NH:7][C:18](=[O:19])[C:17]([C:16]([O:15][CH2:13][CH3:14])=[O:24])=[CH:21][N:8]=1)([CH3:4])([CH3:9])[CH3:10]. The catalyst class is: 8.